This data is from Forward reaction prediction with 1.9M reactions from USPTO patents (1976-2016). The task is: Predict the product of the given reaction. (1) Given the reactants [OH:1]/[N:2]=[CH:3]/[C:4]1[CH:5]=[C:6]2[C:10](=[CH:11][CH:12]=1)[C:9](=[O:13])[CH2:8][CH2:7]2.ClN1C(=O)CCC1=O.[Cl:22][C:23]1[CH:28]=[C:27]([C:29]([C:31]([F:34])([F:33])[F:32])=[CH2:30])[CH:26]=[C:25]([Cl:35])[CH:24]=1.[K], predict the reaction product. The product is: [Cl:22][C:23]1[CH:28]=[C:27]([C:29]2([C:31]([F:34])([F:32])[F:33])[O:1][N:2]=[C:3]([C:4]3[CH:5]=[C:6]4[C:10](=[CH:11][CH:12]=3)[C:9](=[O:13])[CH2:8][CH2:7]4)[CH2:30]2)[CH:26]=[C:25]([Cl:35])[CH:24]=1. (2) Given the reactants [C:1]([C:3]1[CH:4]=[C:5]([CH:28]([CH3:30])[CH3:29])[C:6]2[O:10][C:9]([C:11]3[CH:26]=[CH:25][C:14]([C:15]([NH:17][CH2:18][CH:19]4[CH2:24][CH2:23][NH:22][CH2:21][CH2:20]4)=[O:16])=[CH:13][CH:12]=3)=[N:8][C:7]=2[CH:27]=1)#[N:2].[CH2:31]([N:38]=[C:39]=[O:40])[C:32]1[CH:37]=[CH:36][CH:35]=[CH:34][CH:33]=1, predict the reaction product. The product is: [CH2:31]([NH:38][C:39]([N:22]1[CH2:23][CH2:24][CH:19]([CH2:18][NH:17][C:15](=[O:16])[C:14]2[CH:13]=[CH:12][C:11]([C:9]3[O:10][C:6]4[C:5]([CH:28]([CH3:30])[CH3:29])=[CH:4][C:3]([C:1]#[N:2])=[CH:27][C:7]=4[N:8]=3)=[CH:26][CH:25]=2)[CH2:20][CH2:21]1)=[O:40])[C:32]1[CH:37]=[CH:36][CH:35]=[CH:34][CH:33]=1. (3) The product is: [NH2:8][C:9]1[C:10]2[C:11]3[C:12](=[N:23][N:24]([CH2:26][C:27]4[C:32]([CH3:33])=[C:31]([O:34][CH3:35])[C:30]([CH3:36])=[CH:29][N:28]=4)[N:25]=2)[CH:13]=[C:14]([CH2:19][C:20]([NH2:48])=[O:22])[C:15]=3[CH2:16][S:17][N:18]=1. Given the reactants C(OC([N:8](C(OC(C)(C)C)=O)[C:9]1[C:10]2[C:11]3[C:12](=[N:23][N:24]([CH2:26][C:27]4[C:32]([CH3:33])=[C:31]([O:34][CH3:35])[C:30]([CH3:36])=[CH:29][N:28]=4)[N:25]=2)[CH:13]=[C:14]([CH2:19][C:20]([OH:22])=O)[C:15]=3[CH2:16][S:17][N:18]=1)=O)(C)(C)C.[Cl-].[NH4+].O.O[N:48]1C2C=CC=CC=2N=N1.Cl.CN(C)CCCN=C=NCC.C(N(C(C)C)CC)(C)C, predict the reaction product. (4) Given the reactants [Cl:1][C:2]1[C:7]([C:8]2[CH:13]=[CH:12][CH:11]=[CH:10][CH:9]=2)=[N:6][N:5]=[C:4]2[N:14]([CH2:23][C:24](O)=[O:25])[N:15]=[C:16]([C:17]3[CH:22]=[CH:21][CH:20]=[CH:19][CH:18]=3)[C:3]=12.ClC1C(C2C=CC=CC=2)=N[N:31]=[C:30]2N(C)N=C(C3C=CC=CC=3Cl)C=12.C(CC#N)(=O)C1C=CC=CC=1.Cl.N(CC(OCC)=O)N.C(N(CC)CC)C.OC1C=CC=C[N+]=1[O-].Cl.CN.Cl.CN(C)CCCN=C=NCC.C(N(C(C)C)CC)(C)C, predict the reaction product. The product is: [Cl:1][C:2]1[C:7]([C:8]2[CH:13]=[CH:12][CH:11]=[CH:10][CH:9]=2)=[N:6][N:5]=[C:4]2[N:14]([CH2:23][C:24]([NH:31][CH3:30])=[O:25])[N:15]=[C:16]([C:17]3[CH:18]=[CH:19][CH:20]=[CH:21][CH:22]=3)[C:3]=12. (5) The product is: [N:11]1([CH2:10][CH2:9][O:8][C:7]2[CH:16]=[CH:17][C:4]([NH:1][C:2]([NH2:18])=[O:20])=[CH:5][CH:6]=2)[CH2:15][CH2:14][CH2:13][CH2:12]1. Given the reactants [N:1]([C:4]1[CH:17]=[CH:16][C:7]([O:8][CH2:9][CH2:10][N:11]2[CH2:15][CH2:14][CH2:13][CH2:12]2)=[CH:6][CH:5]=1)=[C:2]=S.[NH3:18].C[OH:20], predict the reaction product. (6) Given the reactants [CH:1]([Mg]Br)([CH3:3])[CH3:2].Br[C:7]1[CH:8]=[C:9]([CH:13]=[CH:14][C:15]=1[O:16][CH3:17])[CH2:10][C:11]#[N:12].Cl, predict the reaction product. The product is: [CH:1]([C:7]1[CH:8]=[C:9]([CH2:10][C:11]#[N:12])[CH:13]=[CH:14][C:15]=1[O:16][CH3:17])([CH3:3])[CH3:2].